Dataset: Forward reaction prediction with 1.9M reactions from USPTO patents (1976-2016). Task: Predict the product of the given reaction. (1) The product is: [Cl:8][C:5]1[C:4]([NH:9][S:10]([C:13]2[CH:18]=[CH:17][C:16]([O:19][CH3:20])=[CH:15][CH:14]=2)(=[O:12])=[O:11])=[CH:3][C:2]([C:28]2[CH:29]=[CH:30][C:22]3[O:21][CH2:26][CH2:25][O:24][C:23]=3[CH:27]=2)=[CH:7][N:6]=1. Given the reactants Br[C:2]1[CH:3]=[C:4]([NH:9][S:10]([C:13]2[CH:18]=[CH:17][C:16]([O:19][CH3:20])=[CH:15][CH:14]=2)(=[O:12])=[O:11])[C:5]([Cl:8])=[N:6][CH:7]=1.[O:21]1[CH2:26][CH2:25][O:24][C:23]2[CH:27]=[C:28](B(O)O)[CH:29]=[CH:30][C:22]1=2.C(=O)([O-])[O-].[Na+].[Na+], predict the reaction product. (2) Given the reactants [H-].[Na+].[Cl:3][C:4]1[CH:9]=[C:8]([C:10]2[CH:15]=[N:14][CH:13]=[C:12]([CH3:16])[N:11]=2)[CH:7]=[CH:6][C:5]=1[C:17]1[C:28](=[O:29])[NH:27][C:20]2[N:21]=[C:22]([S:25][CH3:26])[N:23]=[CH:24][C:19]=2[CH:18]=1.Br[CH2:31][CH2:32][CH:33]=[CH2:34], predict the reaction product. The product is: [CH2:34]([N:27]1[C:20]2[N:21]=[C:22]([S:25][CH3:26])[N:23]=[CH:24][C:19]=2[CH:18]=[C:17]([C:5]2[CH:6]=[CH:7][C:8]([C:10]3[CH:15]=[N:14][CH:13]=[C:12]([CH3:16])[N:11]=3)=[CH:9][C:4]=2[Cl:3])[C:28]1=[O:29])[CH2:33][CH:32]=[CH2:31]. (3) Given the reactants [NH2:1][CH:2]1[CH2:7][CH2:6][N:5]([C:8]([O:10][C:11]([CH3:14])([CH3:13])[CH3:12])=[O:9])[CH2:4][CH2:3]1.[C:15](Cl)(Cl)=[O:16].C1(C)C=CC=CC=1.[NH2:26][CH:27]([CH:33](OCC)OCC)[C:28]([O:30][CH2:31][CH3:32])=[O:29].Cl.C(=O)([O-])[O-].[Na+].[Na+].C(OC(OC(C)(C)C)=O)(OC(C)(C)C)=O, predict the reaction product. The product is: [CH2:31]([O:30][C:28]([C:27]1[NH:26][C:15](=[O:16])[N:1]([CH:2]2[CH2:3][CH2:4][N:5]([C:8]([O:10][C:11]([CH3:14])([CH3:13])[CH3:12])=[O:9])[CH2:6][CH2:7]2)[CH:33]=1)=[O:29])[CH3:32]. (4) Given the reactants [C:1]([C:4]1[C:5]([OH:13])=[CH:6][C:7]2[O:11][CH:10]=[CH:9][C:8]=2[CH:12]=1)(=[O:3])[CH3:2].Br[CH2:15][CH2:16][CH2:17][C:18]1[CH:23]=[CH:22][CH:21]=[CH:20][CH:19]=1, predict the reaction product. The product is: [C:1]([C:4]1[C:5]([O:13][CH2:15][CH2:16][CH2:17][C:18]2[CH:23]=[CH:22][CH:21]=[CH:20][CH:19]=2)=[CH:6][C:7]2[O:11][CH:10]=[CH:9][C:8]=2[CH:12]=1)(=[O:3])[CH3:2]. (5) Given the reactants [NH2:1][C:2]1[CH:7]=[CH:6][CH:5]=[CH:4][C:3]=1[NH:8][C:9]1[CH:17]=[CH:16][CH:15]=[CH:14][C:10]=1[C:11](O)=[O:12].C(Cl)CCl, predict the reaction product. The product is: [CH:14]1[C:10]2[C:11](=[O:12])[NH:1][C:2]3[CH:7]=[CH:6][CH:5]=[CH:4][C:3]=3[NH:8][C:9]=2[CH:17]=[CH:16][CH:15]=1. (6) Given the reactants Br[CH:2]1[CH2:8][CH2:7][CH2:6][C:5]2[CH:9]=[C:10]([N:13]3[CH2:17][C@H:16]([CH2:18][NH:19][C:20](=[O:22])[CH3:21])[O:15][C:14]3=[O:23])[CH:11]=[CH:12][C:4]=2[C:3]1=O.[C:25]([NH2:33])(=[S:32])[C:26]1[CH:31]=[CH:30][N:29]=[CH:28][CH:27]=1, predict the reaction product. The product is: [O:23]=[C:14]1[N:13]([C:10]2[CH:11]=[CH:12][C:4]3[C:3]4[N:33]=[C:25]([C:26]5[CH:31]=[CH:30][N:29]=[CH:28][CH:27]=5)[S:32][C:2]=4[CH2:8][CH2:7][CH2:6][C:5]=3[CH:9]=2)[CH2:17][C@H:16]([CH2:18][NH:19][C:20](=[O:22])[CH3:21])[O:15]1.